This data is from Forward reaction prediction with 1.9M reactions from USPTO patents (1976-2016). The task is: Predict the product of the given reaction. The product is: [CH2:26]([C:10]1([NH:20][CH2:19][CH:16]2[CH2:18][CH2:17]2)[CH2:11][CH2:12][N:7]([CH2:6][C:5]2[CH:14]=[CH:15][C:2]([Cl:1])=[CH:3][CH:4]=2)[CH2:8][CH2:9]1)[CH:21]=[CH2:22]. Given the reactants [Cl:1][C:2]1[CH:15]=[CH:14][C:5]([CH2:6][N:7]2[CH2:12][CH2:11][C:10](=O)[CH2:9][CH2:8]2)=[CH:4][CH:3]=1.[CH:16]1([CH2:19][NH2:20])[CH2:18][CH2:17]1.[C:21]1(C)[CH:26]=CC=C[CH:22]=1, predict the reaction product.